Task: Predict the reactants needed to synthesize the given product.. Dataset: Full USPTO retrosynthesis dataset with 1.9M reactions from patents (1976-2016) (1) Given the product [Cl:1][C:2]1[CH:3]=[N:4][C:5]2[N:6]([N:8]=[C:9]([C:11]([N:16]3[CH2:17][CH2:18][C:19]4[NH:23][CH:22]=[CH:21][C:20]=4[CH:15]3[CH3:14])=[O:13])[CH:10]=2)[CH:7]=1, predict the reactants needed to synthesize it. The reactants are: [Cl:1][C:2]1[CH:3]=[N:4][C:5]2[N:6]([N:8]=[C:9]([C:11]([OH:13])=O)[CH:10]=2)[CH:7]=1.[CH3:14][CH:15]1[C:20]2[CH:21]=[CH:22][NH:23][C:19]=2[CH2:18][CH2:17][NH:16]1. (2) Given the product [CH2:18]([N:15]1[C:16]2[CH:17]=[C:9]3[N:8]=[C:7]([C:3]4[C:2]([NH:1][C:30]([CH:24]5[CH2:29][CH2:28][CH2:27][CH2:26][CH2:25]5)=[O:31])=[CH:6][NH:5][N:4]=4)[NH:23][C:10]3=[CH:11][C:12]=2[C:13]([CH3:22])([CH3:21])[C:14]1=[O:20])[CH3:19], predict the reactants needed to synthesize it. The reactants are: [NH2:1][C:2]1[C:3]([C:7]2[NH:23][C:10]3=[CH:11][C:12]4[C:13]([CH3:22])([CH3:21])[C:14](=[O:20])[N:15]([CH2:18][CH3:19])[C:16]=4[CH:17]=[C:9]3[N:8]=2)=[N:4][NH:5][CH:6]=1.[CH:24]1([C:30](Cl)=[O:31])[CH2:29][CH2:28][CH2:27][CH2:26][CH2:25]1. (3) Given the product [C:12]([O:16][C:17](=[O:39])[CH2:18][N:19]1[C:23]2[CH:24]=[CH:25][C:26]([N:28]([CH2:29][C:30]3[CH:31]=[CH:32][CH:33]=[CH:34][CH:35]=3)[C:4](=[O:5])[C:3]3[C:2]([F:1])=[CH:10][CH:9]=[CH:8][C:7]=3[F:11])=[CH:27][C:22]=2[N:21]=[C:20]1[CH2:36][CH2:37][CH3:38])([CH3:15])([CH3:14])[CH3:13], predict the reactants needed to synthesize it. The reactants are: [F:1][C:2]1[CH:10]=[CH:9][CH:8]=[C:7]([F:11])[C:3]=1[C:4](Cl)=[O:5].[C:12]([O:16][C:17](=[O:39])[CH2:18][N:19]1[C:23]2[CH:24]=[CH:25][C:26]([NH:28][CH2:29][C:30]3[CH:35]=[CH:34][CH:33]=[CH:32][CH:31]=3)=[CH:27][C:22]=2[N:21]=[C:20]1[CH2:36][CH2:37][CH3:38])([CH3:15])([CH3:14])[CH3:13].CCN(C(C)C)C(C)C. (4) Given the product [Br:1][C:2]1[CH:3]=[CH:4][C:5]([C:8]2[C:13]([C:14]([F:17])([F:15])[F:16])=[CH:12][CH:11]=[CH:10][N:9]=2)=[CH:6][C:7]=1[N+:18]([O-:20])=[O:19], predict the reactants needed to synthesize it. The reactants are: [Br:1][C:2]1[CH:7]=[CH:6][C:5]([C:8]2[C:13]([C:14]([F:17])([F:16])[F:15])=[CH:12][CH:11]=[CH:10][N:9]=2)=[CH:4][CH:3]=1.[N+:18]([O-])([OH:20])=[O:19]. (5) Given the product [CH3:1][O:2][C:3]([C@@H:5]1[CH2:9][C@H:8]([NH2:10])[CH2:7][N:6]1[CH2:13][CH:14]1[CH2:19][CH2:18][CH2:17][CH2:16][CH2:15]1)=[O:4], predict the reactants needed to synthesize it. The reactants are: [CH3:1][O:2][C:3]([C@@H:5]1[CH2:9][C@H:8]([N:10]=[N+]=[N-])[CH2:7][N:6]1[CH2:13][CH:14]1[CH2:19][CH2:18][CH2:17][CH2:16][CH2:15]1)=[O:4].C1(P(C2C=CC=CC=2)C2C=CC=CC=2)C=CC=CC=1.O. (6) Given the product [CH:3]1([N:5]2[CH2:11][CH2:10][C:9]3[CH:12]=[CH:13][C:14]([CH2:16][NH:17][C:18](=[O:24])[O:19][C:20]([CH3:23])([CH3:22])[CH3:21])=[CH:15][C:8]=3[CH2:7][CH2:6]2)[CH2:30][CH2:29][CH2:2]1, predict the reactants needed to synthesize it. The reactants are: F[C:2](F)(F)[C:3]([N:5]1[CH2:11][CH2:10][C:9]2[CH:12]=[CH:13][C:14]([CH2:16][NH:17][C:18](=[O:24])[O:19][C:20]([CH3:23])([CH3:22])[CH3:21])=[CH:15][C:8]=2[CH2:7][CH2:6]1)=O.[OH-].[Na+].[CH3:29][C:30](O)=O.C1(=O)CCC1.[BH-](OC(C)=O)(OC(C)=O)OC(C)=O.[Na+]. (7) Given the product [CH:2]([CH:15]1[C:20](=[O:21])[CH2:19][CH2:18][N:17]([CH2:25][C:24]2[CH:27]=[CH:28][CH:29]=[CH:30][C:23]=2[OH:22])[CH2:16]1)([C:9]1[CH:14]=[CH:13][CH:12]=[CH:11][CH:10]=1)[C:3]1[CH:4]=[CH:5][CH:6]=[CH:7][CH:8]=1, predict the reactants needed to synthesize it. The reactants are: Cl.[CH:2]([CH:15]1[C:20](=[O:21])[CH2:19][CH2:18][NH:17][CH2:16]1)([C:9]1[CH:14]=[CH:13][CH:12]=[CH:11][CH:10]=1)[C:3]1[CH:8]=[CH:7][CH:6]=[CH:5][CH:4]=1.[OH:22][C:23]1[CH:30]=[CH:29][CH:28]=[CH:27][C:24]=1[CH2:25]O.C(N(C(C)C)CC)(C)C. (8) Given the product [Cl:29][C:28]1[CH:27]=[CH:26][C:25]([S:30]([N:33]([CH3:40])[C:34]2[CH:39]=[CH:38][CH:37]=[CH:36][CH:35]=2)(=[O:32])=[O:31])=[CH:24][C:23]=1[N:22]1[C:6](=[O:8])[C:5]2[C:4](=[CH:13][CH:12]=[CH:11][CH:10]=2)[NH:1][C:2]1=[O:3], predict the reactants needed to synthesize it. The reactants are: [N:1]([C:4]1[CH:13]=[CH:12][CH:11]=[CH:10][C:5]=1[C:6]([O:8]C)=O)=[C:2]=[O:3].C(O)C(N)(CO)CO.[NH2:22][C:23]1[CH:24]=[C:25]([S:30]([N:33]([CH3:40])[C:34]2[CH:39]=[CH:38][CH:37]=[CH:36][CH:35]=2)(=[O:32])=[O:31])[CH:26]=[CH:27][C:28]=1[Cl:29]. (9) The reactants are: [O:1]1[C:5]2[CH:6]=[CH:7][C:8]([CH:10]3[C:22]4[NH:21][C:20]5[C:15](=[CH:16][CH:17]=[CH:18][CH:19]=5)[C:14]=4[CH2:13][CH2:12][N:11]3[CH2:23][C:24]3[CH:29]=[CH:28][CH:27]=[CH:26][CH:25]=3)=[CH:9][C:4]=2[CH2:3][CH2:2]1.[O-][O-].[K+].[K+].C1OCCOCCOCCOCCOCC[O:36]C1.Cl. Given the product [O:1]1[C:5]2[CH:6]=[CH:7][C:8]([CH:10]3[C:22]4[NH:21][C:20]5[CH:19]=[CH:18][CH:17]=[CH:16][C:15]=5[C:14](=[O:36])[C:13]=4[CH2:12][N:11]3[CH2:23][C:24]3[CH:29]=[CH:28][CH:27]=[CH:26][CH:25]=3)=[CH:9][C:4]=2[CH2:3][CH2:2]1, predict the reactants needed to synthesize it. (10) Given the product [OH:1][C@@:2]1([C:9]#[C:10][C:11]2[CH:12]=[C:13]([N:17]3[C:25]4[CH2:24][CH2:23][N:22]([CH:26]5[CH2:27][O:28][CH2:29]5)[CH2:21][C:20]=4[C:19]([C:30]([NH2:34])=[O:32])=[N:18]3)[CH:14]=[CH:15][CH:16]=2)[CH2:6][CH2:5][N:4]([CH3:7])[C:3]1=[O:8], predict the reactants needed to synthesize it. The reactants are: [OH:1][C@@:2]1([C:9]#[C:10][C:11]2[CH:12]=[C:13]([N:17]3[C:25]4[CH2:24][CH2:23][N:22]([CH:26]5[CH2:29][O:28][CH2:27]5)[CH2:21][C:20]=4[C:19]([C:30]([O:32]C)=O)=[N:18]3)[CH:14]=[CH:15][CH:16]=2)[CH2:6][CH2:5][N:4]([CH3:7])[C:3]1=[O:8].[NH3:34].